The task is: Predict the product of the given reaction.. This data is from Forward reaction prediction with 1.9M reactions from USPTO patents (1976-2016). (1) Given the reactants C(OC([N:8]1[CH2:12][CH2:11][C@H:10]([C@@H:13]([OH:17])[CH2:14][CH:15]=[CH2:16])[CH2:9]1)=O)(C)(C)C.CN(C=O)C.[H-].[Na+].[Cl:25][C:26]1[CH:31]=[CH:30][CH:29]=[C:28](F)[C:27]=1[CH3:33], predict the reaction product. The product is: [Cl:25][C:26]1[C:27]([CH3:33])=[C:28]([CH:29]=[CH:30][CH:31]=1)[O:17][C@H:13]([C@H:10]1[CH2:11][CH2:12][NH:8][CH2:9]1)[CH2:14][CH:15]=[CH2:16]. (2) Given the reactants [F:1][C:2]([F:15])([F:14])[C:3]([C:5]1[C:13]2[C:8](=[CH:9][CH:10]=[CH:11][CH:12]=2)[NH:7][CH:6]=1)=[O:4].[H-].[Na+].[Li]CCCC.Br[C:24]1[CH:25]=[C:26]2[C:30](=[CH:31][CH:32]=1)[N:29]([C:33]1[CH:34]=[N:35][CH:36]=[CH:37][CH:38]=1)[N:28]=[CH:27]2.[Na], predict the reaction product. The product is: [F:15][C:2]([F:1])([F:14])[C:3]([C:5]1[C:13]2[C:8](=[CH:9][CH:10]=[CH:11][CH:12]=2)[NH:7][CH:6]=1)([C:24]1[CH:25]=[C:26]2[C:30](=[CH:31][CH:32]=1)[N:29]([C:33]1[CH:34]=[N:35][CH:36]=[CH:37][CH:38]=1)[N:28]=[CH:27]2)[OH:4]. (3) Given the reactants C([O:3][C:4](=[O:34])[CH:5]([C:10]1[CH:11]=[C:12]([C:24]2[CH:29]=[CH:28][C:27]([C:30]([F:33])([F:32])[F:31])=[CH:26][CH:25]=2)[CH:13]=[C:14](OS(C(F)(F)F)(=O)=O)[CH:15]=1)[CH2:6][CH:7]([CH3:9])[CH3:8])C.[Cl:35][C:36]1[CH:37]=[C:38](B(O)O)[CH:39]=[C:40]([Cl:42])[CH:41]=1, predict the reaction product. The product is: [Cl:35][C:36]1[CH:37]=[C:38]([C:14]2[CH:15]=[C:10]([CH:5]([CH2:6][CH:7]([CH3:9])[CH3:8])[C:4]([OH:34])=[O:3])[CH:11]=[C:12]([C:24]3[CH:25]=[CH:26][C:27]([C:30]([F:31])([F:32])[F:33])=[CH:28][CH:29]=3)[CH:13]=2)[CH:39]=[C:40]([Cl:42])[CH:41]=1. (4) The product is: [CH:11]([OH:22])=[O:29].[CH:33]([OH:34])=[O:22].[N:23]1[C:28]2[O:29][CH2:30][CH2:31][O:32][C:27]=2[CH:26]=[C:25]([CH2:33][NH:1][CH:2]2[CH2:3][CH2:4][N:5]([CH2:8][CH2:9][N:10]3[C:19]4[C:14](=[C:15]([F:21])[CH:16]=[C:17]([F:20])[CH:18]=4)[CH:13]=[CH:12][C:11]3=[O:22])[CH2:6][CH2:7]2)[N:24]=1. Given the reactants [NH2:1][CH:2]1[CH2:7][CH2:6][N:5]([CH2:8][CH2:9][N:10]2[C:19]3[C:14](=[C:15]([F:21])[CH:16]=[C:17]([F:20])[CH:18]=3)[CH:13]=[CH:12][C:11]2=[O:22])[CH2:4][CH2:3]1.[N:23]1[C:28]2[O:29][CH2:30][CH2:31][O:32][C:27]=2[CH:26]=[C:25]([CH:33]=[O:34])[N:24]=1, predict the reaction product. (5) Given the reactants C(OC([N:8]1[CH2:13][CH2:12][N:11]([C:14]2[CH:15]=[N:16][C:17]([NH:20][C:21]3[N:30]=[CH:29][C:28]4[N:27]=[C:26]([CH3:31])[C:25](=[O:32])[N:24]([CH:33]5[CH2:37][CH2:36][CH2:35][CH2:34]5)[C:23]=4[N:22]=3)=[CH:18][CH:19]=2)[CH2:10][CH2:9]1)=O)(C)(C)C.FC(F)(F)C(O)=O, predict the reaction product. The product is: [CH:33]1([N:24]2[C:23]3[N:22]=[C:21]([NH:20][C:17]4[CH:18]=[CH:19][C:14]([N:11]5[CH2:10][CH2:9][NH:8][CH2:13][CH2:12]5)=[CH:15][N:16]=4)[N:30]=[CH:29][C:28]=3[N:27]=[C:26]([CH3:31])[C:25]2=[O:32])[CH2:37][CH2:36][CH2:35][CH2:34]1.